Dataset: Catalyst prediction with 721,799 reactions and 888 catalyst types from USPTO. Task: Predict which catalyst facilitates the given reaction. (1) Reactant: [N:1]1([C:7]2[CH:13]=[CH:12][CH:11]=[CH:10][C:8]=2[NH2:9])[CH2:6][CH2:5][CH2:4][CH2:3][CH2:2]1.[CH3:14][O:15][C:16]1[CH:24]=[CH:23][C:19]([CH2:20][CH2:21]Cl)=[CH:18][CH:17]=1.C(=O)([O-])[O-].[K+].[K+]. Product: [CH3:14][O:15][C:16]1[CH:24]=[CH:23][C:19]([CH2:20][CH2:21][NH:9][C:8]2[CH:10]=[CH:11][CH:12]=[CH:13][C:7]=2[N:1]2[CH2:6][CH2:5][CH2:4][CH2:3][CH2:2]2)=[CH:18][CH:17]=1. The catalyst class is: 3. (2) Reactant: [Br:1][C:2]1[CH:3]=[CH:4][C:5]([O:9][CH2:10][CH:11]2[CH2:14][CH:13]([OH:15])[CH2:12]2)=[N:6][C:7]=1[CH3:8].CC(OI1(OC(C)=O)(OC(C)=O)OC(=O)C2C=CC=CC1=2)=O.C([O-])(O)=O.[Na+].[O-]S([O-])(=S)=O.[Na+].[Na+]. Product: [Br:1][C:2]1[CH:3]=[CH:4][C:5]([O:9][CH2:10][CH:11]2[CH2:14][C:13](=[O:15])[CH2:12]2)=[N:6][C:7]=1[CH3:8]. The catalyst class is: 2. (3) Reactant: [CH:1]1[C:13]2[NH:12][C:11]3[C:6](=[CH:7][CH:8]=[CH:9][CH:10]=3)[C:5]=2[CH:4]=[CH:3][CH:2]=1.[OH-].[K+].Cl[CH2:17][C@H:18]1[CH2:20][O:19]1. Product: [O:19]1[CH2:20][C@@H:18]1[CH2:17][N:12]1[C:11]2[CH:10]=[CH:9][CH:8]=[CH:7][C:6]=2[C:5]2[C:13]1=[CH:1][CH:2]=[CH:3][CH:4]=2. The catalyst class is: 9. (4) Reactant: Cl.[N:2]1[C:11]2[C:6](=[CH:7][CH:8]=[CH:9][CH:10]=2)[C:5]([N:12]2[CH2:17][CH2:16][CH:15]([C:18](Cl)=[O:19])[CH2:14][CH2:13]2)=[N:4][CH:3]=1.[C:21]([O:25][C:26](=[O:39])[NH:27][CH2:28][CH2:29][NH:30][CH2:31][C:32]1[CH:37]=[CH:36][C:35]([Cl:38])=[CH:34][CH:33]=1)([CH3:24])([CH3:23])[CH3:22]. Product: [C:21]([O:25][C:26](=[O:39])[NH:27][CH2:28][CH2:29][N:30]([CH2:31][C:32]1[CH:37]=[CH:36][C:35]([Cl:38])=[CH:34][CH:33]=1)[C:18]([CH:15]1[CH2:16][CH2:17][N:12]([C:5]2[C:6]3[C:11](=[CH:10][CH:9]=[CH:8][CH:7]=3)[N:2]=[CH:3][N:4]=2)[CH2:13][CH2:14]1)=[O:19])([CH3:24])([CH3:22])[CH3:23]. The catalyst class is: 79.